Dataset: Full USPTO retrosynthesis dataset with 1.9M reactions from patents (1976-2016). Task: Predict the reactants needed to synthesize the given product. (1) Given the product [CH3:10][N:9]([CH2:11][C:12]1[C:25]2[C:20](=[CH:21][CH:22]=[CH:23][CH:24]=2)[C:19]([CH2:26][NH:27][CH3:28])=[C:18]2[C:13]=1[CH:14]=[CH:15][CH:16]=[CH:17]2)[C:7](=[O:8])[C:6]1[CH:36]=[CH:37][C:38]([C:40]([N:42]([CH3:43])[CH2:44][C:45]2[C:46]3[C:51](=[CH:50][CH:49]=[CH:48][CH:47]=3)[C:52]([CH2:59][NH:60][CH3:61])=[C:53]3[C:58]=2[CH:57]=[CH:56][CH:55]=[CH:54]3)=[O:41])=[CH:39][C:5]=1[O:4][CH2:1][C:2]#[CH:3], predict the reactants needed to synthesize it. The reactants are: [CH2:1]([O:4][C:5]1[CH:39]=[C:38]([C:40]([N:42]([CH2:44][C:45]2[C:58]3[C:53](=[CH:54][CH:55]=[CH:56][CH:57]=3)[C:52]([CH2:59][N:60](C)[C:61](=O)OC(C)(C)C)=[C:51]3[C:46]=2[CH:47]=[CH:48][CH:49]=[CH:50]3)[CH3:43])=[O:41])[CH:37]=[CH:36][C:6]=1[C:7]([N:9]([CH2:11][C:12]1[C:25]2[C:20](=[CH:21][CH:22]=[CH:23][CH:24]=2)[C:19]([CH2:26][N:27](C)[C:28](=O)OC(C)(C)C)=[C:18]2[C:13]=1[CH:14]=[CH:15][CH:16]=[CH:17]2)[CH3:10])=[O:8])[C:2]#[CH:3].FC(F)(F)C(O)=O. (2) The reactants are: [CH3:1][C:2]1[CH:7]=[C:6]([C:8]2[C:16]3[C:11](=[CH:12][CH:13]=[C:14]([C:17](O)=[O:18])[CH:15]=3)[N:10]([C:20]([C:33]3[CH:38]=[CH:37][CH:36]=[CH:35][CH:34]=3)([C:27]3[CH:32]=[CH:31][CH:30]=[CH:29][CH:28]=3)[C:21]3[CH:26]=[CH:25][CH:24]=[CH:23][CH:22]=3)[N:9]=2)[CH:5]=[CH:4][N:3]=1.Cl.[F:40][C:41]1[CH:54]=[CH:53][CH:52]=[CH:51][C:42]=1[O:43][CH:44]1[CH2:49][CH2:48][CH2:47][CH:46]([NH2:50])[CH2:45]1.CN(C(ON1N=NC2C=CC=NC1=2)=[N+](C)C)C.F[P-](F)(F)(F)(F)F.CCN(C(C)C)C(C)C. Given the product [F:40][C:41]1[CH:54]=[CH:53][CH:52]=[CH:51][C:42]=1[O:43][CH:44]1[CH2:49][CH2:48][CH2:47][CH:46]([NH:50][C:17]([C:14]2[CH:15]=[C:16]3[C:11](=[CH:12][CH:13]=2)[N:10]([C:20]([C:21]2[CH:22]=[CH:23][CH:24]=[CH:25][CH:26]=2)([C:27]2[CH:32]=[CH:31][CH:30]=[CH:29][CH:28]=2)[C:33]2[CH:34]=[CH:35][CH:36]=[CH:37][CH:38]=2)[N:9]=[C:8]3[C:6]2[CH:5]=[CH:4][N:3]=[C:2]([CH3:1])[CH:7]=2)=[O:18])[CH2:45]1, predict the reactants needed to synthesize it. (3) Given the product [S:1]1[CH:5]=[C:4](/[CH:6]=[C:17](/[C:16]2[CH:20]=[CH:21][C:22]([O:23][CH3:24])=[C:14]([O:13][CH3:12])[CH:15]=2)\[C:18]#[N:19])[C:3]2[CH:8]=[CH:9][CH:10]=[CH:11][C:2]1=2, predict the reactants needed to synthesize it. The reactants are: [S:1]1[CH:5]=[C:4]([CH:6]=O)[C:3]2[CH:8]=[CH:9][CH:10]=[CH:11][C:2]1=2.[CH3:12][O:13][C:14]1[CH:15]=[C:16]([CH:20]=[CH:21][C:22]=1[O:23][CH3:24])[CH2:17][C:18]#[N:19]. (4) Given the product [CH:3]([C:6]1[C:14]2[C:9](=[CH:10][CH:11]=[C:12]([O:15][C:16]3[C:23]([C:24]([F:25])([F:27])[F:26])=[CH:22][C:19]([CH2:20][OH:21])=[CH:18][C:17]=3[C:28]([F:31])([F:29])[F:30])[CH:13]=2)[NH:8][CH:7]=1)([CH3:5])[CH3:4], predict the reactants needed to synthesize it. The reactants are: [BH4-].[Na+].[CH:3]([C:6]1[C:14]2[C:9](=[CH:10][CH:11]=[C:12]([O:15][C:16]3[C:23]([C:24]([F:27])([F:26])[F:25])=[CH:22][C:19]([CH:20]=[O:21])=[CH:18][C:17]=3[C:28]([F:31])([F:30])[F:29])[CH:13]=2)[NH:8][CH:7]=1)([CH3:5])[CH3:4]. (5) Given the product [CH3:1][O:2][C:3]1[C:8]([C:9]2[CH:14]=[CH:13][C:12]([O:15][CH3:16])=[CH:11][CH:10]=2)=[CH:7][C:6]([CH2:17][NH:18][CH:19]([C:39]2[CH:38]=[CH:37][CH:36]=[C:35]3[C:40]=2[N:31]=[CH:32][CH:33]=[CH:34]3)[CH3:20])=[CH:5][CH:4]=1, predict the reactants needed to synthesize it. The reactants are: [CH3:1][O:2][C:3]1[C:8]([C:9]2[CH:14]=[CH:13][C:12]([O:15][CH3:16])=[CH:11][CH:10]=2)=[CH:7][C:6]([CH2:17][NH:18][CH:19](C2C3C(=CC=CC=3)N=CC=2)[CH3:20])=[CH:5][CH:4]=1.[N:31]1[C:40]2[C:35](=[CH:36][CH:37]=[CH:38][C:39]=2C(N)C)[CH:34]=[CH:33][CH:32]=1.COC1C(C2C=CC(OC)=CC=2)=CC(C=O)=CC=1.C([BH3-])#N.[Na+]. (6) Given the product [CH3:26][O:25][C:16]1[CH:15]=[C:14]([CH:10]([N+:11]#[C-:12])[S:7]([C:4]2[CH:3]=[CH:2][C:1]([CH3:27])=[CH:6][CH:5]=2)(=[O:8])=[O:9])[CH:19]=[C:18]([N+:20]([O-:22])=[O:21])[C:17]=1[O:23][CH3:24], predict the reactants needed to synthesize it. The reactants are: [C:1]1([CH3:27])[CH:6]=[CH:5][C:4]([S:7]([CH:10]([C:14]2[CH:19]=[C:18]([N+:20]([O-:22])=[O:21])[C:17]([O:23][CH3:24])=[C:16]([O:25][CH3:26])[CH:15]=2)[NH:11][CH:12]=O)(=[O:9])=[O:8])=[CH:3][CH:2]=1.O=P(Cl)(Cl)Cl.CCN(CC)CC.